This data is from Forward reaction prediction with 1.9M reactions from USPTO patents (1976-2016). The task is: Predict the product of the given reaction. Given the reactants [CH3:22][S:19]([C:16]1[CH:17]=[CH:18][C:13]([S:12][S:12][C:13]2[CH:18]=[CH:17][C:16]([S:19]([CH3:22])(=[O:21])=[O:20])=[CH:15][CH:14]=2)=[CH:14][CH:15]=1)(=[O:21])=[O:20].[CH3:23][O:24][C:25](=[O:37])[CH2:26][C:27]1[C:28]([CH3:36])=[CH:29][N:30]2[C:35]=1[CH:34]=[CH:33][CH:32]=[CH:31]2.II.[CH2:40](O)C, predict the reaction product. The product is: [CH2:23]([O:24][C:25](=[O:37])[CH2:26][C:27]1[C:28]([CH3:36])=[C:29]([S:12][C:13]2[CH:14]=[CH:15][C:16]([S:19]([CH3:22])(=[O:20])=[O:21])=[CH:17][CH:18]=2)[N:30]2[C:35]=1[CH:34]=[CH:33][CH:32]=[CH:31]2)[CH3:40].